This data is from Forward reaction prediction with 1.9M reactions from USPTO patents (1976-2016). The task is: Predict the product of the given reaction. (1) Given the reactants [CH2:1]([N:8]1[CH2:12][CH:11]2[CH2:13][CH2:14][O:15][C:16](=[O:17])[CH:10]2[CH2:9]1)[C:2]1[CH:7]=[CH:6][CH:5]=[CH:4][CH:3]=1.[Li+].[BH4-], predict the reaction product. The product is: [CH2:1]([N:8]1[CH2:9][CH:10]([CH2:16][OH:17])[CH:11]([CH2:13][CH2:14][OH:15])[CH2:12]1)[C:2]1[CH:3]=[CH:4][CH:5]=[CH:6][CH:7]=1. (2) Given the reactants [C:1]([C:5]1[N:6]=[C:7]([N:16]2[CH2:20][CH2:19][C:18]([F:22])([F:21])[CH2:17]2)[C:8]2[N:13]=[N:12][N:11](CC)[C:9]=2[N:10]=1)([CH3:4])([CH3:3])[CH3:2].C(C1N=C(N2CCC(F)(F)C2)C2N=NNC=2N=1)(C)(C)C.Br[CH2:44][C:45]([C:47]1[CH:52]=[CH:51][CH:50]=[CH:49][CH:48]=1)=[O:46], predict the reaction product. The product is: [C:1]([C:5]1[N:6]=[C:7]([N:16]2[CH2:20][CH2:19][C:18]([F:21])([F:22])[CH2:17]2)[C:8]2[C:9](=[N:11][N:12]([CH2:44][C:45]([C:47]3[CH:52]=[CH:51][CH:50]=[CH:49][CH:48]=3)=[O:46])[N:13]=2)[N:10]=1)([CH3:3])([CH3:2])[CH3:4]. (3) Given the reactants [CH:1]([C@:4]1([C:10]([N:12]2[CH2:17][CH:16]=[C:15]([C:18]3[CH:19]=[N:20][CH:21]=[C:22]([C:24]([F:27])([F:26])[F:25])[CH:23]=3)[CH2:14][CH2:13]2)=[O:11])[CH2:8][CH2:7][C@@H:6]([NH2:9])[CH2:5]1)([CH3:3])[CH3:2].[CH3:28][O:29][CH:30]1[C:35](=O)[CH2:34][CH2:33][O:32][CH2:31]1.C(N(CC)CC)C.C(O[BH-](OC(=O)C)OC(=O)C)(=O)C.[Na+], predict the reaction product. The product is: [CH:1]([C@:4]1([C:10]([N:12]2[CH2:13][CH:14]=[C:15]([C:18]3[CH:19]=[N:20][CH:21]=[C:22]([C:24]([F:27])([F:26])[F:25])[CH:23]=3)[CH2:16][CH2:17]2)=[O:11])[CH2:8][CH2:7][C@@H:6]([NH:9][CH:35]2[CH2:34][CH2:33][O:32][CH2:31][CH:30]2[O:29][CH3:28])[CH2:5]1)([CH3:3])[CH3:2]. (4) Given the reactants [C:1]([O:5][C:6]([N:8]1[CH2:12][C@@H:11]([CH2:13]OS(C)(=O)=O)[C@H:10]([CH2:19][N:20]([CH:36]([CH3:38])[CH3:37])[C:21](=[O:35])[C:22]2[CH:27]=[CH:26][C:25]([CH3:28])=[C:24]([O:29][CH2:30][CH2:31][CH2:32][O:33][CH3:34])[CH:23]=2)[CH2:9]1)=[O:7])([CH3:4])([CH3:3])[CH3:2].[N-:39]=[N+:40]=[N-:41].[Na+], predict the reaction product. The product is: [C:1]([O:5][C:6]([N:8]1[CH2:9][C@@H:10]([CH2:19][N:20]([CH:36]([CH3:37])[CH3:38])[C:21](=[O:35])[C:22]2[CH:27]=[CH:26][C:25]([CH3:28])=[C:24]([O:29][CH2:30][CH2:31][CH2:32][O:33][CH3:34])[CH:23]=2)[C@H:11]([CH2:13][N:39]=[N+:40]=[N-:41])[CH2:12]1)=[O:7])([CH3:4])([CH3:2])[CH3:3]. (5) Given the reactants Cl.[F:2][C:3]1[C:4]([C:28]2[CH:33]=[CH:32][C:31]([O:34][CH3:35])=[CH:30][C:29]=2[F:36])=[CH:5][C:6](=[O:27])[N:7]([CH2:9][CH2:10][C@@:11]([CH3:26])([S:22]([CH3:25])(=[O:24])=[O:23])[C:12]([NH:14][O:15]C2CCCCO2)=[O:13])[CH:8]=1.O, predict the reaction product. The product is: [F:2][C:3]1[C:4]([C:28]2[CH:33]=[CH:32][C:31]([O:34][CH3:35])=[CH:30][C:29]=2[F:36])=[CH:5][C:6](=[O:27])[N:7]([CH2:9][CH2:10][C@@:11]([CH3:26])([S:22]([CH3:25])(=[O:24])=[O:23])[C:12]([NH:14][OH:15])=[O:13])[CH:8]=1.